This data is from Full USPTO retrosynthesis dataset with 1.9M reactions from patents (1976-2016). The task is: Predict the reactants needed to synthesize the given product. (1) Given the product [CH2:1]([O:3][C:4](=[O:20])[CH2:5][C:6]1[CH:19]=[CH:18][C:9]2[C:10]3[C:15]([Cl:32])=[N:14][CH:13]=[N:12][C:11]=3[S:17][C:8]=2[CH:7]=1)[CH3:2], predict the reactants needed to synthesize it. The reactants are: [CH2:1]([O:3][C:4](=[O:20])[CH2:5][C:6]1[CH:19]=[CH:18][C:9]2[C:10]3[C:15](=O)[NH:14][CH:13]=[N:12][C:11]=3[S:17][C:8]=2[CH:7]=1)[CH3:2].C(N(C(C)C)CC)(C)C.P(Cl)(Cl)([Cl:32])=O. (2) Given the product [N+:1]([C:4]1[CH:5]=[CH:6][C:7]([CH2:10][C:11]([O:13][CH3:14])=[O:12])=[CH:8][CH:9]=1)([O-:3])=[O:2], predict the reactants needed to synthesize it. The reactants are: [N+:1]([C:4]1[CH:9]=[CH:8][C:7]([CH2:10][C:11]([OH:13])=[O:12])=[CH:6][CH:5]=1)([O-:3])=[O:2].[CH3:14]O. (3) Given the product [CH3:51][O:52][C:34]1[CH:48]=[CH:47][CH:46]=[CH:45][C:35]=1[O:36][C:37]1[CH:44]=[CH:43][C:40]([CH2:41][NH:42][C:4](=[O:6])[C:3]2[CH:7]=[CH:8][CH:9]=[N:10][C:2]=2[NH2:1])=[CH:39][CH:38]=1, predict the reactants needed to synthesize it. The reactants are: [NH2:1][C:2]1[N:10]=[CH:9][CH:8]=[CH:7][C:3]=1[C:4]([OH:6])=O.ON1C2C=CC=CC=2N=N1.CCN=C=NCCCN(C)C.FC(F)(F)[C:34]1[CH:48]=[CH:47][CH:46]=[CH:45][C:35]=1[O:36][C:37]1[CH:44]=[CH:43][C:40]([CH2:41][NH2:42])=[CH:39][CH:38]=1.[C:51](=O)(O)[O-:52].[Na+]. (4) Given the product [CH2:7]([O:6][C:4](=[O:5])[C:3](=[N:13][C:12]([O:14][C:15]([CH3:18])([CH3:17])[CH3:16])=[O:19])[C:2]([F:11])([F:10])[F:1])[CH3:8], predict the reactants needed to synthesize it. The reactants are: [F:1][C:2]([F:11])([F:10])[C:3](=O)[C:4]([O:6][CH2:7][CH3:8])=[O:5].[C:12](=[O:19])([O:14][C:15]([CH3:18])([CH3:17])[CH3:16])[NH2:13].FC(F)(F)C(OC(=O)C(F)(F)F)=O.N1C=CC=CC=1. (5) Given the product [N+:1]([C:4]1[CH:5]=[CH:6][C:7]([CH2:8][NH2:9])=[CH:20][CH:21]=1)([O-:3])=[O:2], predict the reactants needed to synthesize it. The reactants are: [N+:1]([C:4]1[CH:21]=[CH:20][C:7]([CH2:8][N:9]2C(=O)C3C(=CC=CC=3)C2=O)=[CH:6][CH:5]=1)([O-:3])=[O:2].O.NN.O.C1(C)C=CC(S(O)(=O)=O)=CC=1. (6) Given the product [Cl:1][C:2]1[C:7]([C:8]2[CH:13]=[CH:12][CH:11]=[CH:10][CH:9]=2)=[N:6][N:5]=[C:4]2[N:14]([CH2:23][CH2:24][N:30]3[CH2:31][CH2:32][C:28]([F:33])([F:27])[CH2:29]3)[N:15]=[C:16]([C:17]3[CH:22]=[CH:21][CH:20]=[CH:19][CH:18]=3)[C:3]=12, predict the reactants needed to synthesize it. The reactants are: [Cl:1][C:2]1[C:7]([C:8]2[CH:13]=[CH:12][CH:11]=[CH:10][CH:9]=2)=[N:6][N:5]=[C:4]2[N:14]([CH2:23][CH2:24]I)[N:15]=[C:16]([C:17]3[CH:22]=[CH:21][CH:20]=[CH:19][CH:18]=3)[C:3]=12.Cl.[F:27][C:28]1([F:33])[CH2:32][CH2:31][NH:30][CH2:29]1.CCN(C(C)C)C(C)C. (7) Given the product [CH3:1][N:2]([CH3:20])[C:3]1[CH:8]=[CH:7][C:6]([NH:9][C:10]2[CH:15]=[C:14]([O:23][CH3:22])[CH:13]=[CH:12][C:11]=2[N+:17]([O-:19])=[O:18])=[CH:5][CH:4]=1, predict the reactants needed to synthesize it. The reactants are: [CH3:1][N:2]([CH3:20])[C:3]1[CH:8]=[CH:7][C:6]([NH:9][C:10]2[CH:15]=[C:14](Cl)[CH:13]=[CH:12][C:11]=2[N+:17]([O-:19])=[O:18])=[CH:5][CH:4]=1.[Na].[CH3:22][OH:23].